This data is from Catalyst prediction with 721,799 reactions and 888 catalyst types from USPTO. The task is: Predict which catalyst facilitates the given reaction. Reactant: C([N:3]([CH2:6][CH3:7])CC)C.C(Cl)/C=[CH:10]/[C:11]1[CH:16]=[CH:15][CH:14]=[CH:13][CH:12]=1.[OH2:18]. Product: [C:6]([NH2:3])(=[O:18])[CH:7]=[CH:10][C:11]1[CH:16]=[CH:15][CH:14]=[CH:13][CH:12]=1. The catalyst class is: 4.